From a dataset of Buchwald-Hartwig C-N cross coupling reaction yields with 55,370 reactions. Predict the reaction yield, written as a fraction of the theoretical maximum amount of product (1.0 means a 100% yield; for example, 0.34 means a 34% yield). The reactants are CCc1ccc(Br)cc1.Cc1ccc(N)cc1.O=S(=O)(O[Pd]1c2ccccc2-c2ccccc2N~1)C(F)(F)F.CC(C)c1cc(C(C)C)c(-c2ccccc2P(C(C)(C)C)C(C)(C)C)c(C(C)C)c1.CN(C)C(=NC(C)(C)C)N(C)C.CCOC(=O)c1cnoc1. No catalyst specified. The product is CCc1ccc(Nc2ccc(C)cc2)cc1. The yield is 0.0239.